Task: Regression. Given a peptide amino acid sequence and an MHC pseudo amino acid sequence, predict their binding affinity value. This is MHC class I binding data.. Dataset: Peptide-MHC class I binding affinity with 185,985 pairs from IEDB/IMGT (1) The peptide sequence is MLYPLLWMF. The MHC is HLA-B40:13 with pseudo-sequence HLA-B40:13. The binding affinity (normalized) is 0.246. (2) The peptide sequence is LTKEEFTRY. The MHC is HLA-A26:01 with pseudo-sequence HLA-A26:01. The binding affinity (normalized) is 0.354. (3) The peptide sequence is SIKRNYPYLF. The MHC is HLA-A29:02 with pseudo-sequence HLA-A29:02. The binding affinity (normalized) is 0.283. (4) The peptide sequence is ITYCLVTHMY. The MHC is HLA-A33:01 with pseudo-sequence HLA-A33:01. The binding affinity (normalized) is 0.112. (5) The peptide sequence is MTIALDPVI. The MHC is HLA-A01:01 with pseudo-sequence HLA-A01:01. The binding affinity (normalized) is 0. (6) The peptide sequence is RPRLHSISF. The MHC is HLA-B39:01 with pseudo-sequence HLA-B39:01. The binding affinity (normalized) is 0.0847.